This data is from Full USPTO retrosynthesis dataset with 1.9M reactions from patents (1976-2016). The task is: Predict the reactants needed to synthesize the given product. (1) Given the product [C:1]1([C:7]([C:24]2[CH:29]=[CH:28][CH:27]=[CH:26][CH:25]=2)([CH2:17][N:18]2[CH2:23][CH2:22][CH2:21][CH2:20][CH2:19]2)[CH2:8][NH2:9])[CH:2]=[CH:3][CH:4]=[CH:5][CH:6]=1, predict the reactants needed to synthesize it. The reactants are: [C:1]1([C:7]([C:24]2[CH:29]=[CH:28][CH:27]=[CH:26][CH:25]=2)([CH2:17][N:18]2[CH2:23][CH2:22][CH2:21][CH2:20][CH2:19]2)[CH2:8][NH:9]C(=O)OC(C)(C)C)[CH:6]=[CH:5][CH:4]=[CH:3][CH:2]=1.FC(F)(F)C(O)=O. (2) Given the product [Cl:1][C:2]1[CH:3]=[C:4]([C:8]2[C:13]([O:14][CH3:15])=[CH:12][CH:11]=[C:10]([CH2:16][C:17]3[CH:18]=[CH:19][C:20]([N:25]4[CH2:29][CH2:28][CH2:27][CH2:26]4)=[N:21][CH:22]=3)[C:9]=2[F:24])[CH:5]=[CH:6][CH:7]=1, predict the reactants needed to synthesize it. The reactants are: [Cl:1][C:2]1[CH:3]=[C:4]([C:8]2[C:13]([O:14][CH3:15])=[CH:12][CH:11]=[C:10]([CH2:16][C:17]3[CH:18]=[CH:19][C:20](F)=[N:21][CH:22]=3)[C:9]=2[F:24])[CH:5]=[CH:6][CH:7]=1.[NH:25]1[CH2:29][CH2:28][CH2:27][CH2:26]1.N12CCCN=C1CCCCC2.